From a dataset of Forward reaction prediction with 1.9M reactions from USPTO patents (1976-2016). Predict the product of the given reaction. (1) Given the reactants [CH3:1][C:2]1[N:7]=[CH:6][C:5]([C:8]2[CH:13]=[CH:12][N:11]=[C:10]([NH:14][C:15]3[CH:20]=[CH:19][N:18]=[C:17]([CH3:21])[N:16]=3)[CH:9]=2)=[CH:4][C:3]=1[C:22]([OH:24])=O.C(Cl)Cl.CCN(C(C)C)C(C)C.CN(C(ON1N=[N:52][C:47]2[CH:48]=[CH:49][CH:50]=CC1=2)=[N+](C)C)C.[B-](F)(F)(F)F.C1(CN)CC1, predict the reaction product. The product is: [CH:48]1([CH2:47][NH:52][C:22]([C:3]2[CH:4]=[C:5]([C:8]3[CH:13]=[CH:12][N:11]=[C:10]([NH:14][C:15]4[CH:20]=[CH:19][N:18]=[C:17]([CH3:21])[N:16]=4)[CH:9]=3)[CH:6]=[N:7][C:2]=2[CH3:1])=[O:24])[CH2:50][CH2:49]1. (2) Given the reactants Br[C:2]1[CH:3]=[CH:4][C:5]([C:8]([OH:10])=[O:9])=[N:6][CH:7]=1.C([O-])([O-])=O.[Cs+].[Cs+].[C:17]1(B2OC(C)(C)C(C)(C)O2)[CH2:21][CH2:20][CH2:19][CH:18]=1, predict the reaction product. The product is: [C:17]1([C:2]2[CH:3]=[CH:4][C:5]([C:8]([OH:10])=[O:9])=[N:6][CH:7]=2)[CH2:21][CH2:20][CH2:19][CH:18]=1.